Dataset: Peptide-MHC class I binding affinity with 185,985 pairs from IEDB/IMGT. Task: Regression. Given a peptide amino acid sequence and an MHC pseudo amino acid sequence, predict their binding affinity value. This is MHC class I binding data. (1) The peptide sequence is RTRHFLSYI. The MHC is Mamu-A01 with pseudo-sequence Mamu-A01. The binding affinity (normalized) is 0.611. (2) The peptide sequence is KLFTHDIML. The MHC is HLA-C15:02 with pseudo-sequence HLA-C15:02. The binding affinity (normalized) is 0.0847. (3) The peptide sequence is NITRVESENK. The MHC is Patr-A0101 with pseudo-sequence Patr-A0101. The binding affinity (normalized) is 0.145. (4) The peptide sequence is KMFNRASYF. The MHC is HLA-B83:01 with pseudo-sequence HLA-B83:01. The binding affinity (normalized) is 0.213. (5) The MHC is HLA-A02:06 with pseudo-sequence HLA-A02:06. The binding affinity (normalized) is 0.0847. The peptide sequence is AHYEEDVNL. (6) The peptide sequence is LVMGHQRMR. The MHC is Patr-A0301 with pseudo-sequence Patr-A0301. The binding affinity (normalized) is 0.309. (7) The peptide sequence is IQLDEKSSIK. The MHC is HLA-A68:01 with pseudo-sequence HLA-A68:01. The binding affinity (normalized) is 0.417. (8) The peptide sequence is MLKLRQARL. The MHC is HLA-B48:01 with pseudo-sequence HLA-B48:01. The binding affinity (normalized) is 0.0847. (9) The binding affinity (normalized) is 0.771. The MHC is Mamu-B8301 with pseudo-sequence Mamu-B8301. The peptide sequence is KAMLYIIRR.